This data is from Peptide-MHC class II binding affinity with 134,281 pairs from IEDB. The task is: Regression. Given a peptide amino acid sequence and an MHC pseudo amino acid sequence, predict their binding affinity value. This is MHC class II binding data. The peptide sequence is LQSLGAEIAVEQAAL. The MHC is HLA-DQA10201-DQB10202 with pseudo-sequence HLA-DQA10201-DQB10202. The binding affinity (normalized) is 0.585.